Dataset: Full USPTO retrosynthesis dataset with 1.9M reactions from patents (1976-2016). Task: Predict the reactants needed to synthesize the given product. (1) Given the product [Cl:85][C:75]1[CH:76]=[C:77]2[C:82](=[CH:83][C:74]=1[NH:1][C@H:2]1[CH2:6][CH2:5][N:4]([CH:7]3[CH2:12][CH2:11][N:10]([C:13]4[N:18]=[CH:17][C:16]([CH2:19][CH3:20])=[CH:15][N:14]=4)[CH2:9][CH2:8]3)[C:3]1=[O:21])[O:81][CH2:80][CH2:79][C:78]2=[O:84], predict the reactants needed to synthesize it. The reactants are: [NH2:1][C@H:2]1[CH2:6][CH2:5][N:4]([CH:7]2[CH2:12][CH2:11][N:10]([C:13]3[N:18]=[CH:17][C:16]([CH2:19][CH3:20])=[CH:15][N:14]=3)[CH2:9][CH2:8]2)[C:3]1=[O:21].C1(P(C2C=CC=CC=2)C2C=CC3C(=CC=CC=3)C=2C2C3C(=CC=CC=3)C=CC=2P(C2C=CC=CC=2)C2C=CC=CC=2)C=CC=CC=1.FC(F)(F)S(O[C:74]1[CH:83]=[C:82]2[C:77]([C:78](=[O:84])[CH2:79][CH2:80][O:81]2)=[CH:76][C:75]=1[Cl:85])(=O)=O.C([O-])([O-])=O.[Cs+].[Cs+]. (2) Given the product [CH3:1][O:2][CH2:3][CH2:4][CH:5]([C:7]1[CH:8]=[CH:9][C:10]([C:11]([OH:13])=[O:12])=[CH:15][CH:16]=1)[CH3:6], predict the reactants needed to synthesize it. The reactants are: [CH3:1][O:2][CH2:3][CH2:4][CH:5]([C:7]1[CH:16]=[CH:15][C:10]([C:11]([O:13]C)=[O:12])=[CH:9][CH:8]=1)[CH3:6].O.[OH-].[Li+].Cl.